This data is from Catalyst prediction with 721,799 reactions and 888 catalyst types from USPTO. The task is: Predict which catalyst facilitates the given reaction. (1) Reactant: Cl[C:2](Cl)(Cl)[C:3]1[NH:4][C:5]2[CH:11]=[C:10]([C:12]([F:15])([F:14])[F:13])[CH:9]=[CH:8][C:6]=2[N:7]=1.C[OH:19].[C:20](=O)([O-])[O-:21].[Na+].[Na+]. Product: [F:13][C:12]([F:15])([F:14])[C:10]1[CH:9]=[CH:8][C:6]2[N:7]=[C:3]([C:2]([O:21][CH3:20])=[O:19])[NH:4][C:5]=2[CH:11]=1. The catalyst class is: 13. (2) Reactant: [NH2:1][C:2]1[N:7]([CH2:8][CH:9]([CH3:11])[CH3:10])[C:6](=[S:12])[NH:5][C:4](=[O:13])[CH:3]=1.[N:14]([O-])=[O:15].[Na+].O. Product: [NH2:1][C:2]1[N:7]([CH2:8][CH:9]([CH3:11])[CH3:10])[C:6](=[S:12])[NH:5][C:4](=[O:13])[C:3]=1[N:14]=[O:15]. The catalyst class is: 15. (3) Reactant: [OH2:1].Br.[CH2:3]([O:10][C@@H:11]1[C@@H:16]([CH2:17][O:18][C:19](=[O:21])[CH3:20])[O:15][CH:14]=[CH:13][C@H:12]1[O:22][C:23](=[O:25])[CH3:24])[C:4]1[CH:9]=[CH:8][CH:7]=[CH:6][CH:5]=1.[OH2:26].C(=O)(O)[O-].[Na+]. Product: [CH2:3]([O:10][C@H:11]([C@@H:16]([CH2:17][O:18][C:19](=[O:21])[CH3:20])[OH:15])[C@H:12]([O:22][C:23](=[O:25])[CH3:24])[C@@H:13]([OH:26])[CH:14]=[O:1])[C:4]1[CH:9]=[CH:8][CH:7]=[CH:6][CH:5]=1. The catalyst class is: 7. (4) Reactant: C(OC[C@H:10]1[C@@H:14]([O:15][Si:16]([C:19]([CH3:22])([CH3:21])[CH3:20])([CH3:18])[CH3:17])[CH2:13][C@H:12]([NH:23][CH:24]2[N:29]([C@@H:30]3[C:38]4[C:33](=[CH:34][CH:35]=[CH:36][CH:37]=4)[CH2:32][C@@H:31]3[O:39][CH3:40])[C:28]([NH2:41])=[N:27][C:26](Cl)=[N:25]2)[CH2:11]1)C1C=CC=CC=1.[C:43]([O-:46])(O)=O.[Na+]. Product: [Si:16]([O:15][C@H:14]1[CH2:13][C@H:12]([NH:23][C:24]2[N:41]=[C:28]([NH:29][C@@H:30]3[C:38]4[C:33](=[CH:34][CH:35]=[CH:36][CH:37]=4)[CH2:32][C@@H:31]3[O:39][CH3:40])[N:27]=[CH:26][N:25]=2)[CH2:11][C@H:10]1[CH2:43][OH:46])([C:19]([CH3:21])([CH3:20])[CH3:22])([CH3:18])[CH3:17]. The catalyst class is: 687. (5) Reactant: O[CH2:2][CH2:3][N:4]1[CH2:8][CH2:7][CH2:6][C:5]1=[O:9].C1(P(C2C=CC=CC=2)C2C=CC=CC=2)C=CC=CC=1.C(Br)(Br)(Br)[Br:30]. Product: [Br:30][CH2:2][CH2:3][N:4]1[CH2:8][CH2:7][CH2:6][C:5]1=[O:9]. The catalyst class is: 2. (6) Reactant: [F:1][C:2]1[CH:7]=[CH:6][C:5]([N:8]2[C:19]3=[C:20]4[C:14](=[C:15]5[N:24]([CH3:25])[CH:23]=[CH:22][C:21]([C:26](O)=[O:27])=[C:16]5[CH:17]=[CH:18]3)[C:13](=[O:29])[NH:12][C:11]4=[CH:10][CH2:9]2)=[CH:4][CH:3]=1.C(N(CC)C(C)C)(C)C.[F:39][C:40]1[CH:41]=[CH:42][C:43]([O:48][CH3:49])=[C:44]([CH2:46][NH2:47])[CH:45]=1.CN(C(ON1N=NC2C=CC=NC1=2)=[N+](C)C)C.F[P-](F)(F)(F)(F)F. Product: [F:39][C:40]1[CH:41]=[CH:42][C:43]([O:48][CH3:49])=[C:44]([CH:45]=1)[CH2:46][NH:47][C:26]([C:21]1[CH:22]=[CH:23][N:24]([CH3:25])[C:15]2[C:16]=1[CH:17]=[CH:18][C:19]1[N:8]([C:5]3[CH:4]=[CH:3][C:2]([F:1])=[CH:7][CH:6]=3)[CH2:9][CH:10]=[C:11]3[NH:12][C:13](=[O:29])[C:14]=2[C:20]=13)=[O:27]. The catalyst class is: 80.